From a dataset of Reaction yield outcomes from USPTO patents with 853,638 reactions. Predict the reaction yield, written as a fraction of the theoretical maximum amount of product (1.0 means a 100% yield; for example, 0.34 means a 34% yield). (1) The reactants are [O:1]1[CH2:6][CH2:5][N:4]([C:7]2[CH:15]=[CH:14][C:10]([C:11]([NH2:13])=O)=[CH:9][CH:8]=2)[CH2:3][CH2:2]1.COC1C=CC(P2(SP(C3C=CC(OC)=CC=3)(=S)S2)=[S:25])=CC=1. The catalyst is C1COCC1. The product is [O:1]1[CH2:6][CH2:5][N:4]([C:7]2[CH:15]=[CH:14][C:10]([C:11](=[S:25])[NH2:13])=[CH:9][CH:8]=2)[CH2:3][CH2:2]1. The yield is 0.833. (2) The reactants are Cl[C:2]1[CH:7]=[CH:6][N:5]=[C:4]2[N:8]([CH2:12][C:13]3[CH:18]=[CH:17][C:16]([O:19][CH3:20])=[CH:15][CH:14]=3)[N:9]=[C:10]([I:11])[C:3]=12.[O:21]([C:28]1[CH:34]=[CH:33][C:31]([NH2:32])=[CH:30][CH:29]=1)[C:22]1[CH:27]=[CH:26][CH:25]=[CH:24][CH:23]=1.C1(O)C=CC=CC=1. The catalyst is CC(=O)OCC. The product is [I:11][C:10]1[C:3]2[C:2]([NH:32][C:31]3[CH:30]=[CH:29][C:28]([O:21][C:22]4[CH:27]=[CH:26][CH:25]=[CH:24][CH:23]=4)=[CH:34][CH:33]=3)=[CH:7][CH:6]=[N:5][C:4]=2[N:8]([CH2:12][C:13]2[CH:18]=[CH:17][C:16]([O:19][CH3:20])=[CH:15][CH:14]=2)[N:9]=1. The yield is 0.440. (3) The reactants are [NH2:1][CH2:2][C:3]1[C:4]([CH3:13])=[CH:5][C:6]([CH2:11][OH:12])=[N:7][C:8]=1[O:9][CH3:10].[Br:14][C:15]1[CH:16]=[C:17]([C:28](O)=[O:29])[C:18]2[C:19]([CH3:27])=[CH:20][N:21]([CH:24]([CH3:26])[CH3:25])[C:22]=2[CH:23]=1.C1C=NC2N(O)N=NC=2C=1.C(Cl)CCl. The catalyst is ClCCl.CN(C=O)C.CCOC(C)=O. The product is [Br:14][C:15]1[CH:16]=[C:17]([C:28]([NH:1][CH2:2][C:3]2[C:8]([O:9][CH3:10])=[N:7][C:6]([CH2:11][OH:12])=[CH:5][C:4]=2[CH3:13])=[O:29])[C:18]2[C:19]([CH3:27])=[CH:20][N:21]([CH:24]([CH3:25])[CH3:26])[C:22]=2[CH:23]=1. The yield is 1.00. (4) The reactants are [CH3:1][C:2]1[N:7]=[C:6]2[S:8][C:9]3[CH2:14][CH2:13][CH2:12][CH2:11][C:10]=3[C:5]2=[C:4]([C:15]2[CH:20]=[CH:19][C:18]([CH2:21][CH3:22])=[CH:17][CH:16]=2)[C:3]=1[CH:23]([CH2:28][CH2:29][CH3:30])[C:24]([O:26]C)=[O:25].[OH-].[Na+]. The catalyst is CO. The product is [CH3:1][C:2]1[N:7]=[C:6]2[S:8][C:9]3[CH2:14][CH2:13][CH2:12][CH2:11][C:10]=3[C:5]2=[C:4]([C:15]2[CH:16]=[CH:17][C:18]([CH2:21][CH3:22])=[CH:19][CH:20]=2)[C:3]=1[CH:23]([CH2:28][CH2:29][CH3:30])[C:24]([OH:26])=[O:25]. The yield is 0.480. (5) The catalyst is C1(C)C=CC=CC=1. The reactants are [Cl:1][CH2:2][CH2:3][CH2:4][O:5][C:6]1[CH:11]=[CH:10][C:9]([C:12]2[S:13][C:14]3[CH2:20][CH2:19][CH:18](C(O)=O)[CH2:17][C:15]=3[N:16]=2)=[CH:8][CH:7]=1.C([N:26]([CH2:29]C)CC)C.C1(P(N=[N+]=[N-])(C2C=CC=CC=2)=[O:38])C=CC=CC=1.[CH2:48]([OH:55])[C:49]1[CH:54]=[CH:53][CH:52]=[CH:51][CH:50]=1. The yield is 0.860. The product is [Cl:1][CH2:2][CH2:3][CH2:4][O:5][C:6]1[CH:7]=[CH:8][C:9]([C:12]2[S:13][C:14]3[CH2:20][CH2:19][CH:18]([NH:26][C:29](=[O:38])[O:55][CH2:48][C:49]4[CH:54]=[CH:53][CH:52]=[CH:51][CH:50]=4)[CH2:17][C:15]=3[N:16]=2)=[CH:10][CH:11]=1. (6) The reactants are [C:1]([O:5][C:6]([N:8]1[CH2:13][CH2:12][CH2:11][CH:10]([C:14]([OH:16])=O)[CH2:9]1)=[O:7])([CH3:4])([CH3:3])[CH3:2].C([N:19](CC)CC)C.C(OC(Cl)=O)C(C)C.[NH4+].[OH-]. The catalyst is ClCCl. The product is [C:14]([CH:10]1[CH2:11][CH2:12][CH2:13][N:8]([C:6]([O:5][C:1]([CH3:4])([CH3:3])[CH3:2])=[O:7])[CH2:9]1)(=[O:16])[NH2:19]. The yield is 0.800. (7) The reactants are [Cl:1][C:2]1[N:3]=[C:4]([CH:11]=[O:12])[CH:5]=[C:6]2[CH:10]=[CH:9][O:8][C:7]=12.[OH:13]P([O-])(O)=O.[K+].[O-]Cl=O.[Na+].[OH-].[Na+]. The catalyst is CS(C)=O.O. The product is [Cl:1][C:2]1[N:3]=[C:4]([C:11]([OH:13])=[O:12])[CH:5]=[C:6]2[CH:10]=[CH:9][O:8][C:7]=12. The yield is 0.550.